Task: Predict the reactants needed to synthesize the given product.. Dataset: Full USPTO retrosynthesis dataset with 1.9M reactions from patents (1976-2016) (1) Given the product [F:2][C:3]1[CH:8]=[CH:7][C:6]([NH:9][C:10]2[CH:11]=[CH:12][C:13]([CH2:16][NH:17][C:18]([C:20]3([NH:23][C:34]([C:32]4[O:31][N:30]=[C:29]([NH2:28])[CH:33]=4)=[O:35])[CH2:21][CH2:22]3)=[O:19])=[N:14][CH:15]=2)=[C:5]([C:24]([F:27])([F:25])[F:26])[CH:4]=1, predict the reactants needed to synthesize it. The reactants are: Cl.[F:2][C:3]1[CH:8]=[CH:7][C:6]([NH:9][C:10]2[CH:11]=[CH:12][C:13]([CH2:16][NH:17][C:18]([C:20]3([NH2:23])[CH2:22][CH2:21]3)=[O:19])=[N:14][CH:15]=2)=[C:5]([C:24]([F:27])([F:26])[F:25])[CH:4]=1.[NH2:28][C:29]1[CH:33]=[C:32]([C:34](O)=[O:35])[O:31][N:30]=1. (2) Given the product [C:16]1([CH3:19])[CH:15]=[CH:14][C:13]([C:3]2[N:4]=[CH:5][C:6]([NH2:8])=[N:7][C:2]=2[C:13]2[CH:18]=[CH:17][C:16]([CH3:19])=[CH:15][CH:14]=2)=[CH:18][CH:17]=1, predict the reactants needed to synthesize it. The reactants are: Cl[C:2]1[N:7]=[C:6]([NH2:8])[CH:5]=[N:4][C:3]=1I.N#N.B(O)(O)[C:13]1[CH:14]=[CH:15][C:16]([CH3:19])=[CH:17][CH:18]=1.C([O-])([O-])=O.[K+].[K+]. (3) The reactants are: [C:1]([C:3]1[CH:4]=[C:5]([C:13]2[S:17][N:16]=[C:15]([C:18]3[CH:26]=[CH:25][CH:24]=[C:23]4[C:19]=3[CH2:20][CH2:21][CH:22]4[NH:27]C(=O)[O-])[N:14]=2)[CH:6]=[CH:7][C:8]=1[O:9][CH:10]([CH3:12])[CH3:11])#[N:2].[ClH:31]. Given the product [ClH:31].[NH2:27][C@@H:22]1[C:23]2[C:19](=[C:18]([C:15]3[N:14]=[C:13]([C:5]4[CH:6]=[CH:7][C:8]([O:9][CH:10]([CH3:12])[CH3:11])=[C:3]([CH:4]=4)[C:1]#[N:2])[S:17][N:16]=3)[CH:26]=[CH:25][CH:24]=2)[CH2:20][CH2:21]1, predict the reactants needed to synthesize it. (4) The reactants are: [CH2:1]([O:3][C:4](=[O:25])[CH2:5][C:6]1[C:15]2[C:10](=[CH:11][C:12](OS(C(F)(F)F)(=O)=O)=[CH:13][CH:14]=2)[CH:9]=[CH:8][C:7]=1[Cl:24])[CH3:2].[CH3:26][N:27](C=O)C. Given the product [CH2:1]([O:3][C:4](=[O:25])[CH2:5][C:6]1[C:15]2[C:10](=[CH:11][C:12]([C:26]#[N:27])=[CH:13][CH:14]=2)[CH:9]=[CH:8][C:7]=1[Cl:24])[CH3:2], predict the reactants needed to synthesize it.